From a dataset of Peptide-MHC class II binding affinity with 134,281 pairs from IEDB. Regression. Given a peptide amino acid sequence and an MHC pseudo amino acid sequence, predict their binding affinity value. This is MHC class II binding data. (1) The peptide sequence is MVTQMAMTDTTPFGQQR. The MHC is DRB1_1501 with pseudo-sequence DRB1_1501. The binding affinity (normalized) is 0.289. (2) The peptide sequence is QGVTAEITPQASTTE. The MHC is DRB1_0404 with pseudo-sequence DRB1_0404. The binding affinity (normalized) is 0.437. (3) The peptide sequence is VFGSAFQGLFGGLNW. The MHC is DRB1_0405 with pseudo-sequence DRB1_0405. The binding affinity (normalized) is 0.282. (4) The peptide sequence is AFKVHATAANAAPAN. The MHC is DRB1_0802 with pseudo-sequence DRB1_0802. The binding affinity (normalized) is 0.682.